This data is from Full USPTO retrosynthesis dataset with 1.9M reactions from patents (1976-2016). The task is: Predict the reactants needed to synthesize the given product. (1) Given the product [C:1]1([C:7]#[C:8][C:9]2[N:13]3[CH:14]=[CH:15][CH:16]=[CH:17][C:12]3=[N:11][C:10]=2[CH2:18][O:19][C:32]([N:26]2[CH2:31][CH2:30][O:29][CH2:28][CH2:27]2)=[O:33])[CH:2]=[CH:3][CH:4]=[CH:5][CH:6]=1, predict the reactants needed to synthesize it. The reactants are: [C:1]1([C:7]#[C:8][C:9]2[N:13]3[CH:14]=[CH:15][CH:16]=[CH:17][C:12]3=[N:11][C:10]=2[CH2:18][OH:19])[CH:6]=[CH:5][CH:4]=[CH:3][CH:2]=1.C(=O)([O-])[O-].[Cs+].[Cs+].[N:26]1([C:32](Cl)=[O:33])[CH2:31][CH2:30][O:29][CH2:28][CH2:27]1.[Na+].[Cl-]. (2) Given the product [F:8][C:5]1[CH:6]=[CH:7][C:2]([C:23]2[CH:24]=[CH:25][C:20]([O:19][CH3:18])=[CH:21][CH:22]=2)=[C:3]([N+:9]([O-:11])=[O:10])[CH:4]=1, predict the reactants needed to synthesize it. The reactants are: Br[C:2]1[CH:7]=[CH:6][C:5]([F:8])=[CH:4][C:3]=1[N+:9]([O-:11])=[O:10].C(=O)([O-])[O-].[K+].[K+].[CH3:18][O:19][C:20]1[CH:25]=[CH:24][C:23](B(O)O)=[CH:22][CH:21]=1.OO. (3) Given the product [CH2:17]([O:10][C:9]1[C:2]([Br:1])=[C:3]([CH:6]=[CH:7][C:8]=1[O:11][CH3:12])[CH:4]=[O:5])[CH:16]=[CH2:15], predict the reactants needed to synthesize it. The reactants are: [Br:1][C:2]1[C:9]([OH:10])=[C:8]([O:11][CH3:12])[CH:7]=[CH:6][C:3]=1[CH:4]=[O:5].[H-].[Na+].[CH2:15](Br)[CH:16]=[CH2:17].O. (4) Given the product [ClH:42].[ClH:42].[C:28]([N:24]1[C:25]2[C:20](=[CH:19][C:18]([C:15]3[CH:16]=[CH:17][C:12]([CH2:11][N:9]4[CH2:8][CH2:7][NH:6][CH2:5][CH2:10]4)=[CH:13][CH:14]=3)=[CH:27][CH:26]=2)[C@H:21]([NH:32][C:33](=[O:34])[O:35][CH:36]([CH3:37])[CH3:38])[CH2:22][C@@H:23]1[CH3:31])(=[O:30])[CH3:29], predict the reactants needed to synthesize it. The reactants are: CC([CH:5]1[CH2:10][N:9]([CH2:11][C:12]2[CH:17]=[CH:16][C:15]([C:18]3[CH:19]=[C:20]4[C:25](=[CH:26][CH:27]=3)[N:24]([C:28](=[O:30])[CH3:29])[C@@H:23]([CH3:31])[CH2:22][C@H:21]4[NH:32][C:33]([O:35][CH:36]([CH3:38])[CH3:37])=[O:34])=[CH:14][CH:13]=2)[CH2:8][CH2:7][N:6]1C([O-])=O)(C)C.[ClH:42]. (5) Given the product [CH:63]1([NH:68][C:2]2[CH:7]=[CH:6][C:5]([CH:8]([C:28]3[CH:33]=[CH:32][C:31]([NH:54][CH:49]4[CH2:50][CH2:51][CH2:52][CH2:53]4)=[CH:30][CH:29]=3)[N:9]3[CH2:13][CH2:12][C@@H:11]([NH:14][C:15](=[O:27])[C:16]4[CH:21]=[CH:20][C:19]([O:22][C:23]([F:26])([F:25])[F:24])=[CH:18][CH:17]=4)[CH2:10]3)=[CH:4][CH:3]=2)[CH2:67][CH2:66][CH2:65][CH2:64]1, predict the reactants needed to synthesize it. The reactants are: Cl[C:2]1[CH:7]=[CH:6][C:5]([CH:8]([C:28]2[CH:33]=[CH:32][C:31](Cl)=[CH:30][CH:29]=2)[N:9]2[CH2:13][CH2:12][C@@H:11]([NH:14][C:15](=[O:27])[C:16]3[CH:21]=[CH:20][C:19]([O:22][C:23]([F:26])([F:25])[F:24])=[CH:18][CH:17]=3)[CH2:10]2)=[CH:4][CH:3]=1.C1(P(C2CCCCC2)C2C=CC=CC=2C2[CH:53]=[CH:52][CH:51]=[CH:50][C:49]=2[N:54](C)C)CCCCC1.[CH:63]1([NH2:68])[CH2:67][CH2:66][CH2:65][CH2:64]1.C[Si]([N-][Si](C)(C)C)(C)C.[Li+].O1CCCC1.